From a dataset of CYP3A4 inhibition data for predicting drug metabolism from PubChem BioAssay. Regression/Classification. Given a drug SMILES string, predict its absorption, distribution, metabolism, or excretion properties. Task type varies by dataset: regression for continuous measurements (e.g., permeability, clearance, half-life) or binary classification for categorical outcomes (e.g., BBB penetration, CYP inhibition). Dataset: cyp3a4_veith. (1) The molecule is O=CNc1ncn[nH]1. The result is 0 (non-inhibitor). (2) The drug is O=[N+]([O-])c1ccccc1OCCCN1CCOCC1. The result is 0 (non-inhibitor). (3) The drug is COCCCNC(=O)CCS(=O)(=O)Cc1ccc(C)cc1. The result is 0 (non-inhibitor). (4) The compound is COc1ccc(NC(=O)N2CC[C@@]3(CCCN(C(=O)c4ccncc4)C3)C2)cc1. The result is 1 (inhibitor). (5) The compound is COc1c(N2CCN(C(=S)Nc3ccccc3)C(C)C2)c(F)cc2c(=O)c(C(=O)O)cn(C3CC3)c12. The result is 0 (non-inhibitor). (6) The drug is CC(=O)OCC1=C(C(=O)O)N2C(=O)[C@@H](N)[C@@H]2SC1. The result is 0 (non-inhibitor). (7) The compound is COc1ccc(C(=O)O/N=C/c2ccc(S(=O)c3ccc(Cl)cc3)nc2)cc1. The result is 0 (non-inhibitor).